From a dataset of Reaction yield outcomes from USPTO patents with 853,638 reactions. Predict the reaction yield, written as a fraction of the theoretical maximum amount of product (1.0 means a 100% yield; for example, 0.34 means a 34% yield). (1) The reactants are [CH2:1]([O:8][C:9]([NH:11][C:12]1[C:13]([CH3:40])=[C:14]([C:18]2[C:30]3[C:29]4[C:24](=[CH:25][CH:26]=[C:27]([N:31]5[CH2:36][CH2:35][O:34][CH2:33][CH2:32]5)[CH:28]=4)[NH:23][C:22]=3[C:21]([C:37]([OH:39])=O)=[N:20][CH:19]=2)[CH:15]=[CH:16][CH:17]=1)=[O:10])[C:2]1[CH:7]=[CH:6][CH:5]=[CH:4][CH:3]=1.[Cl-].[NH4+].F[P-](F)(F)(F)(F)F.[N:50]1(O[P+](N(C)C)(N(C)C)N(C)C)C2C=CC=CC=2N=N1.CCN(C(C)C)C(C)C.CN1CCOCC1. The catalyst is CN(C=O)C.O. The product is [C:37]([C:21]1[C:22]2[NH:23][C:24]3[C:29]([C:30]=2[C:18]([C:14]2[C:13]([CH3:40])=[C:12]([NH:11][C:9](=[O:10])[O:8][CH2:1][C:2]4[CH:7]=[CH:6][CH:5]=[CH:4][CH:3]=4)[CH:17]=[CH:16][CH:15]=2)=[CH:19][N:20]=1)=[CH:28][C:27]([N:31]1[CH2:36][CH2:35][O:34][CH2:33][CH2:32]1)=[CH:26][CH:25]=3)(=[O:39])[NH2:50]. The yield is 0.880. (2) The reactants are [OH:1][C:2]1[CH:7]=[CH:6][C:5]([B:8]([OH:10])[OH:9])=[CH:4][CH:3]=1.[Si:11](Cl)([C:14]([CH3:17])([CH3:16])[CH3:15])([CH3:13])[CH3:12].N1C=CN=C1. The catalyst is CN(C=O)C.C(OCC)(=O)C. The product is [Si:11]([O:1][C:2]1[CH:7]=[CH:6][C:5]([B:8]([OH:10])[OH:9])=[CH:4][CH:3]=1)([C:14]([CH3:17])([CH3:16])[CH3:15])([CH3:13])[CH3:12]. The yield is 0.602. (3) The reactants are C(OC(=O)[N:7]([C:17]1[CH:22]=[CH:21][C:20]([CH:23](O)[C:24]2[C:32]3[CH:31]=[N:30][CH:29]=[N:28][C:27]=3[N:26]([Si](C(C)C)(C(C)C)C(C)C)[CH:25]=2)=[C:19]([F:44])[N:18]=1)[CH2:8][C:9]1[CH:14]=[CH:13][C:12]([O:15][CH3:16])=[CH:11][CH:10]=1)(C)(C)C.C([SiH](CC)CC)C.FC(F)(F)C(O)=O. The catalyst is C(#N)C. The product is [F:44][C:19]1[N:18]=[C:17]([NH:7][CH2:8][C:9]2[CH:10]=[CH:11][C:12]([O:15][CH3:16])=[CH:13][CH:14]=2)[CH:22]=[CH:21][C:20]=1[CH2:23][C:24]1[C:32]2[CH:31]=[N:30][CH:29]=[N:28][C:27]=2[NH:26][CH:25]=1. The yield is 0.292. (4) The reactants are [CH2:1]([O:8][C:9]([C:11]1[C:19]2[C:14](=[CH:15][CH:16]=[C:17]([CH2:20][CH2:21]OS(C)(=O)=O)[CH:18]=2)[NH:13][C:12]=1[CH3:27])=[O:10])[C:2]1[CH:7]=[CH:6][CH:5]=[CH:4][CH:3]=1.[NH:28]1[CH2:33][CH2:32][CH2:31][CH2:30][CH2:29]1. The catalyst is O1CCOCC1. The product is [CH2:1]([O:8][C:9]([C:11]1[C:19]2[C:14](=[CH:15][CH:16]=[C:17]([CH2:20][CH2:21][N:28]3[CH2:33][CH2:32][CH2:31][CH2:30][CH2:29]3)[CH:18]=2)[NH:13][C:12]=1[CH3:27])=[O:10])[C:2]1[CH:7]=[CH:6][CH:5]=[CH:4][CH:3]=1. The yield is 0.630.